Dataset: Forward reaction prediction with 1.9M reactions from USPTO patents (1976-2016). Task: Predict the product of the given reaction. Given the reactants [Cl:1][C:2]1[CH:7]=[CH:6][CH:5]=[C:4]([Cl:8])[C:3]=1[CH:9]1[CH2:14][CH2:13][N:12]([CH2:15][C:16]2[NH:17][C:18]3[C:23]([CH:24]=2)=[CH:22][CH:21]=[CH:20][CH:19]=3)[CH2:11][CH2:10]1.[OH-].[Na+].[C:27](Cl)(=[O:34])[C:28]1[CH:33]=[CH:32][CH:31]=[CH:30][CH:29]=1, predict the reaction product. The product is: [C:27]([N:17]1[C:18]2[C:23](=[CH:22][CH:21]=[CH:20][CH:19]=2)[CH:24]=[C:16]1[CH2:15][N:12]1[CH2:11][CH2:10][CH:9]([C:3]2[C:2]([Cl:1])=[CH:7][CH:6]=[CH:5][C:4]=2[Cl:8])[CH2:14][CH2:13]1)(=[O:34])[C:28]1[CH:33]=[CH:32][CH:31]=[CH:30][CH:29]=1.